Dataset: Catalyst prediction with 721,799 reactions and 888 catalyst types from USPTO. Task: Predict which catalyst facilitates the given reaction. (1) Reactant: [F:1][C:2]([F:20])([F:19])[C:3]1[CH:4]=[C:5]([CH:16]=[CH:17][CH:18]=1)[CH2:6][N:7]1[CH2:11][C@H:10]2[CH:12]([NH2:15])[CH2:13][CH2:14][C@H:9]2[CH2:8]1.C(N(CC)CC)C.[F:28][C:29]([F:41])([F:40])[C:30]1[CH:31]=[C:32]([S:36](Cl)(=[O:38])=[O:37])[CH:33]=[CH:34][CH:35]=1. Product: [F:41][C:29]([F:28])([F:40])[C:30]1[CH:31]=[C:32]([S:36]([NH:15][C@@H:12]2[C@H:10]3[C@H:9]([CH2:8][N:7]([CH2:6][C:5]4[CH:16]=[CH:17][CH:18]=[C:3]([C:2]([F:19])([F:1])[F:20])[CH:4]=4)[CH2:11]3)[CH2:14][CH2:13]2)(=[O:37])=[O:38])[CH:33]=[CH:34][CH:35]=1. The catalyst class is: 4. (2) Reactant: [SH:1][C:2]1[CH:7]=[CH:6][CH:5]=[CH:4][N:3]=1.[C:8](Cl)(=[O:15])[C:9]1[CH:14]=[CH:13][CH:12]=[CH:11][CH:10]=1. Product: [C:8](=[O:15])([S:1][C:2]1[CH:7]=[CH:6][CH:5]=[CH:4][N:3]=1)[C:9]1[CH:14]=[CH:13][CH:12]=[CH:11][CH:10]=1. The catalyst class is: 1. (3) Reactant: [F:1][C:2]1[C:20]([O:21][CH:22]([CH3:24])[CH3:23])=[CH:19][C:5]([C:6]([NH:8][C:9]2[CH:18]=[CH:17][C:12]([C:13]([O:15]C)=[O:14])=[CH:11][CH:10]=2)=[O:7])=[CH:4][C:3]=1[O:25][CH:26]([CH3:28])[CH3:27].[Li+].[OH-].Cl. Product: [F:1][C:2]1[C:3]([O:25][CH:26]([CH3:27])[CH3:28])=[CH:4][C:5]([C:6]([NH:8][C:9]2[CH:10]=[CH:11][C:12]([C:13]([OH:15])=[O:14])=[CH:17][CH:18]=2)=[O:7])=[CH:19][C:20]=1[O:21][CH:22]([CH3:24])[CH3:23]. The catalyst class is: 1. (4) Reactant: [F:1][C:2]1[CH:3]=[C:4]([C:9]#[C:10][CH3:11])[C:5]([NH2:8])=[N:6][CH:7]=1.CC(C)([O-])C.[K+]. Product: [F:1][C:2]1[CH:3]=[C:4]2[CH:9]=[C:10]([CH3:11])[NH:8][C:5]2=[N:6][CH:7]=1. The catalyst class is: 107. (5) Reactant: F[C:2]1[CH:7]=[C:6]([O:8][CH:9]([CH3:11])[CH3:10])[CH:5]=[CH:4][C:3]=1[N+:12]([O-:14])=[O:13].[NH2:15][CH:16]1[CH2:21][CH2:20][N:19]([C:22]([O:24][C:25]([CH3:28])([CH3:27])[CH3:26])=[O:23])[CH2:18][CH2:17]1.C(N(C(C)C)CC)(C)C. Product: [CH3:10][CH:9]([O:8][C:6]1[CH:5]=[CH:4][C:3]([N+:12]([O-:14])=[O:13])=[C:2]([NH:15][CH:16]2[CH2:17][CH2:18][N:19]([C:22]([O:24][C:25]([CH3:28])([CH3:27])[CH3:26])=[O:23])[CH2:20][CH2:21]2)[CH:7]=1)[CH3:11]. The catalyst class is: 9. (6) Reactant: Cl[CH:2]([C:14]1[CH:19]=[CH:18][CH:17]=[CH:16][CH:15]=1)[C:3]([C:5]1[C:13]2[C:8](=[CH:9][CH:10]=[CH:11][CH:12]=2)[NH:7][CH:6]=1)=[O:4].[C:20]([O:24][CH2:25][CH2:26][O:27][C:28]1[CH:29]=[C:30]([CH:32]=[C:33]([O:35][CH3:36])[CH:34]=1)[NH2:31])([CH3:23])([CH3:22])[CH3:21].C(N(CC)CC)C. Product: [C:20]([O:24][CH2:25][CH2:26][O:27][C:28]1[CH:29]=[C:30]([NH:31][CH:2]([C:14]2[CH:19]=[CH:18][CH:17]=[CH:16][CH:15]=2)[C:3]([C:5]2[C:13]3[C:8](=[CH:9][CH:10]=[CH:11][CH:12]=3)[NH:7][CH:6]=2)=[O:4])[CH:32]=[C:33]([O:35][CH3:36])[CH:34]=1)([CH3:23])([CH3:22])[CH3:21]. The catalyst class is: 10.